The task is: Predict which catalyst facilitates the given reaction.. This data is from Catalyst prediction with 721,799 reactions and 888 catalyst types from USPTO. (1) Product: [ClH:2].[Cl:2][C:3]1[CH:4]=[CH:5][C:6]([C:7]([NH:9][CH2:10][C@H:11]([NH:13][C:14]2[CH:19]=[N:18][C:17](/[CH:20]=[CH:21]/[C:22]([NH:23][OH:24])=[O:31])=[CH:16][N:15]=2)[CH3:12])=[O:8])=[CH:32][CH:33]=1. The catalyst class is: 14. Reactant: Cl.[Cl:2][C:3]1[CH:33]=[CH:32][C:6]([C:7]([NH:9][CH2:10][C@H:11]([NH:13][C:14]2[CH:19]=[N:18][C:17](/[CH:20]=[CH:21]/[C:22](=[O:31])[NH:23][O:24]C3CCCCO3)=[CH:16][N:15]=2)[CH3:12])=[O:8])=[CH:5][CH:4]=1.CCOC(C)=O.CCOCC. (2) The catalyst class is: 43. Product: [CH2:1]([C:3]1[CH:4]=[CH:5][C:6]([NH:9][C:10]2[O:11][C:12]3[CH:18]=[CH:17][C:16]([NH2:19])=[CH:15][C:13]=3[N:14]=2)=[CH:7][CH:8]=1)[CH3:2]. Reactant: [CH2:1]([C:3]1[CH:8]=[CH:7][C:6]([NH:9][C:10]2[O:11][C:12]3[CH:18]=[CH:17][C:16]([N+:19]([O-])=O)=[CH:15][C:13]=3[N:14]=2)=[CH:5][CH:4]=1)[CH3:2].[H][H]. (3) Reactant: [C:1]([O:9][CH2:10][C:11]1[CH:16]=[CH:15][C:14]([C:17](O)=[O:18])=[CH:13][C:12]=1[N+:20]([O-:22])=[O:21])(=[O:8])[C:2]1[CH:7]=[CH:6][N:5]=[CH:4][CH:3]=1.S(Cl)([Cl:25])=O. Product: [ClH:25].[C:1]([O:9][CH2:10][C:11]1[CH:16]=[CH:15][C:14]([C:17]([Cl:25])=[O:18])=[CH:13][C:12]=1[N+:20]([O-:22])=[O:21])(=[O:8])[C:2]1[CH:7]=[CH:6][N:5]=[CH:4][CH:3]=1. The catalyst class is: 9. (4) Reactant: [NH2:1][C:2]1[N:7]=[C:6]2[CH2:8][CH2:9][CH2:10][C:5]2=[CH:4][C:3]=1[C:11]([OH:13])=O.C(N(CC)CC)C.F[P-](F)(F)(F)(F)F.N1(O[P+](N(C)C)(N(C)C)N(C)C)C2C=CC=CC=2N=N1.[O:48]([C:55]1[S:59][C:58]([CH2:60][NH2:61])=[CH:57][CH:56]=1)[C:49]1[CH:54]=[CH:53][CH:52]=[CH:51][CH:50]=1. Product: [O:48]([C:55]1[S:59][C:58]([CH2:60][NH:61][C:11]([C:3]2[CH:4]=[C:5]3[CH2:10][CH2:9][CH2:8][C:6]3=[N:7][C:2]=2[NH2:1])=[O:13])=[CH:57][CH:56]=1)[C:49]1[CH:50]=[CH:51][CH:52]=[CH:53][CH:54]=1. The catalyst class is: 391. (5) Product: [F:1][CH2:2][CH2:3][N:4]1[CH2:9][CH2:8][CH:7]([NH:10][C:11]2[CH:12]=[CH:13][C:14]([NH2:17])=[CH:15][CH:16]=2)[CH2:6][CH2:5]1. The catalyst class is: 19. Reactant: [F:1][CH2:2][CH2:3][N:4]1[CH2:9][CH2:8][CH:7]([NH:10][C:11]2[CH:16]=[CH:15][C:14]([N+:17]([O-])=O)=[CH:13][CH:12]=2)[CH2:6][CH2:5]1. (6) Reactant: [O:1]=[C:2]1[O:8][C@H:7]([C@H:9]([CH2:11][OH:12])[OH:10])[C:5]([O-:6])=[C:3]1[OH:4].[NH2:13][C:14]1[C:19]2[C:20]([C:23]3[CH:28]=[CH:27][C:26]([NH:29][C:30]([NH:32][C:33]4[CH:38]=[CH:37][CH:36]=[C:35]([F:39])[CH:34]=4)=[O:31])=[CH:25][CH:24]=3)=[CH:21][S:22][C:18]=2[C:17]([C:40]2[CH:41]=[N:42][N:43]([CH2:45][CH2:46][OH:47])[CH:44]=2)=[CH:16][N:15]=1.O1CCCC1. Product: [NH2:13][C:14]1[C:19]2[C:20]([C:23]3[CH:24]=[CH:25][C:26]([NH:29][C:30]([NH:32][C:33]4[CH:38]=[CH:37][CH:36]=[C:35]([F:39])[CH:34]=4)=[O:31])=[CH:27][CH:28]=3)=[CH:21][S:22][C:18]=2[C:17]([C:40]2[CH:41]=[N:42][N:43]([CH2:45][CH2:46][OH:47])[CH:44]=2)=[CH:16][N:15]=1.[O:1]=[C:2]1[O:8][C@H:7]([C@H:9]([CH2:11][OH:12])[OH:10])[C:5]([OH:6])=[C:3]1[OH:4]. The catalyst class is: 6. (7) Reactant: Cl[C:2]1[C:3]2[S:10][C:9]([C:11]([NH2:13])=[O:12])=[CH:8][C:4]=2[N:5]=[CH:6][N:7]=1.[C:14]([O:18][C:19](=[O:29])[NH:20][CH2:21][CH2:22][CH:23]1[CH2:28][CH2:27][NH:26][CH2:25][CH2:24]1)([CH3:17])([CH3:16])[CH3:15].CCN(C(C)C)C(C)C. Product: [C:11]([C:9]1[S:10][C:3]2[C:2]([N:26]3[CH2:27][CH2:28][CH:23]([CH2:22][CH2:21][NH:20][C:19](=[O:29])[O:18][C:14]([CH3:16])([CH3:15])[CH3:17])[CH2:24][CH2:25]3)=[N:7][CH:6]=[N:5][C:4]=2[CH:8]=1)(=[O:12])[NH2:13]. The catalyst class is: 23. (8) The catalyst class is: 28. Reactant: [CH3:1][O:2][C:3]1[CH:4]=[C:5]2[C:10](=[CH:11][CH:12]=1)[C:9](C=O)=[CH:8][CH:7]=[CH:6]2.[CH2:15]1COC[CH2:16]1. Product: [CH3:1][O:2][C:3]1[CH:4]=[C:5]2[C:10](=[CH:11][CH:12]=1)[CH:9]=[C:8]([CH:15]=[CH2:16])[CH:7]=[CH:6]2. (9) Reactant: [C:1]([O:5][C:6](=[O:17])[NH:7][C@H:8]([CH:11]([OH:16])[C:12](=[NH:15])[NH:13][OH:14])[CH2:9][CH3:10])([CH3:4])([CH3:3])[CH3:2].[C:18](O)(=[O:25])[C:19]1[CH:24]=[CH:23][CH:22]=[CH:21][CH:20]=1.CCN=C=NCCCN(C)C.C1C=CC2N(O)N=NC=2C=1.C(N(CC)CC)C. Product: [C:1]([O:5][C:6](=[O:17])[NH:7][CH:8]([CH:11]([OH:16])[C:12](=[NH:15])[NH:13][O:14][C:18](=[O:25])[C:19]1[CH:24]=[CH:23][CH:22]=[CH:21][CH:20]=1)[CH2:9][CH3:10])([CH3:2])([CH3:3])[CH3:4]. The catalyst class is: 4.